The task is: Predict which catalyst facilitates the given reaction.. This data is from Catalyst prediction with 721,799 reactions and 888 catalyst types from USPTO. (1) Reactant: [CH:1]([C:5]1[CH:6]=[CH:7][C:8]([NH2:11])=[N:9][CH:10]=1)([CH2:3][CH3:4])[CH3:2].C(N(CC)C(C)C)(C)C.ClC(Cl)(Cl)[C:23](Cl)=[O:24].C([O-])(O)=O.[Na+].[N:33]1([C:40]([CH:42]2[CH2:47][CH2:46][O:45][CH2:44][CH2:43]2)=[O:41])[CH2:39][CH2:38][CH2:37][NH:36][CH2:35][CH2:34]1.C([O-])([O-])=O.[Na+].[Na+]. Product: [CH:1]([C:5]1[CH:6]=[CH:7][C:8]([NH:11][C:23]([N:36]2[CH2:37][CH2:38][CH2:39][N:33]([C:40]([CH:42]3[CH2:47][CH2:46][O:45][CH2:44][CH2:43]3)=[O:41])[CH2:34][CH2:35]2)=[O:24])=[N:9][CH:10]=1)([CH2:3][CH3:4])[CH3:2]. The catalyst class is: 2. (2) Reactant: [C:1]1([N:7]2[CH:11]=[C:10]([C:12]#[N:13])[N:9]=[CH:8]2)[CH:6]=[CH:5][CH:4]=[CH:3][CH:2]=1.[F:14][C:15]([F:22])([F:21])[S:16]([O:19]C)(=[O:18])=[O:17]. Product: [F:14][C:15]([F:22])([F:21])[S:16]([O-:19])(=[O:18])=[O:17].[C:12]([C:10]1[N+:9]([CH3:15])=[CH:8][N:7]([C:1]2[CH:2]=[CH:3][CH:4]=[CH:5][CH:6]=2)[CH:11]=1)#[N:13]. The catalyst class is: 2. (3) Reactant: C(O)(=O)/C=C\C(O)=O.[NH2:9][C:10]1[CH:11]=[C:12]2[C:16](=[CH:17][CH:18]=1)[N:15]([C:19](=[O:24])[C:20]([CH3:23])([CH3:22])[CH3:21])[N:14]=[CH:13]2.[CH2:25]([N:32]1[CH2:37][CH:36]2[C:38](=O)[CH:33]1[CH2:34][CH2:35]2)[C:26]1[CH:31]=[CH:30][CH:29]=[CH:28][CH:27]=1.C(O[BH-](OC(=O)C)OC(=O)C)(=O)C.[Na+]. Product: [CH2:25]([N:32]1[CH2:37][CH:36]2[CH:38]([NH:9][C:10]3[CH:11]=[C:12]4[C:16](=[CH:17][CH:18]=3)[N:15]([C:19](=[O:24])[C:20]([CH3:21])([CH3:23])[CH3:22])[N:14]=[CH:13]4)[CH:33]1[CH2:34][CH2:35]2)[C:26]1[CH:31]=[CH:30][CH:29]=[CH:28][CH:27]=1. The catalyst class is: 1. (4) Reactant: O=[C:2]1[CH2:7][CH2:6][CH:5]([N:8]2[C:13](=[O:14])[C:12]([CH2:15][C:16]3[CH:21]=[CH:20][C:19]([C:22]4[CH:27]=[CH:26][CH:25]=[CH:24][C:23]=4[C:28]4[NH:32][C:31](=[O:33])[O:30][N:29]=4)=[CH:18][CH:17]=3)=[C:11]([CH2:34][CH2:35][CH3:36])[N:10]3[N:37]=[CH:38][N:39]=[C:9]23)[CH2:4][CH2:3]1.[NH2:40][O:41][CH:42]1[CH2:47][CH2:46][O:45][CH2:44][CH2:43]1.N1C=CC=CC=1.Cl. Product: [O:33]=[C:31]1[O:30][N:29]=[C:28]([C:23]2[CH:24]=[CH:25][CH:26]=[CH:27][C:22]=2[C:19]2[CH:18]=[CH:17][C:16]([CH2:15][C:12]3[C:13](=[O:14])[N:8]([CH:5]4[CH2:4][CH2:3][C:2](=[N:40][O:41][CH:42]5[CH2:47][CH2:46][O:45][CH2:44][CH2:43]5)[CH2:7][CH2:6]4)[C:9]4[N:10]([N:37]=[CH:38][N:39]=4)[C:11]=3[CH2:34][CH2:35][CH3:36])=[CH:21][CH:20]=2)[NH:32]1. The catalyst class is: 69. (5) Reactant: [F:1][CH:2]([F:13])[C:3]1[C:7]([C:8](Cl)=[O:9])=[C:6]([F:11])[N:5]([CH3:12])[N:4]=1.[CH2:14]1[C:22]2[C:17](=[CH:18][CH:19]=[CH:20][CH:21]=2)[CH2:16][CH:15]1[CH:23]([NH:25][CH:26]1[CH2:28][CH2:27]1)[CH3:24].C(N(CC)CC)C. The catalyst class is: 7. Product: [CH:26]1([N:25]([CH:23]([CH:15]2[CH2:16][C:17]3[C:22](=[CH:21][CH:20]=[CH:19][CH:18]=3)[CH2:14]2)[CH3:24])[C:8]([C:7]2[C:3]([CH:2]([F:13])[F:1])=[N:4][N:5]([CH3:12])[C:6]=2[F:11])=[O:9])[CH2:28][CH2:27]1. (6) Reactant: [F:1][C:2]1[C:7]([C:8]2[N:13]=[C:12]([CH3:14])[N:11]=[C:10]([N:15]([CH2:25][C:26]3[CH:31]=[CH:30][C:29]([O:32][CH3:33])=[CH:28][CH:27]=3)[CH2:16][C:17]3[CH:22]=[CH:21][C:20]([O:23][CH3:24])=[CH:19][CH:18]=3)[N:9]=2)=[CH:6][C:5]([CH2:34][C:35]2[CH:40]=[CH:39][C:38](SC)=[CH:37][CH:36]=2)=[CH:4][N:3]=1.[CH:43]1C=C(Cl)C=C(C(OO)=O)C=1.C(=O)(O)[O-].[Na+].[S:59]([O-:63])([O-])(=[O:61])=S.[Na+].[Na+]. The catalyst class is: 2. Product: [F:1][C:2]1[C:7]([C:8]2[N:13]=[C:12]([CH3:14])[N:11]=[C:10]([N:15]([CH2:16][C:17]3[CH:22]=[CH:21][C:20]([O:23][CH3:24])=[CH:19][CH:18]=3)[CH2:25][C:26]3[CH:27]=[CH:28][C:29]([O:32][CH3:33])=[CH:30][CH:31]=3)[N:9]=2)=[CH:6][C:5]([CH2:34][C:35]2[CH:36]=[CH:37][C:38]([S:59]([CH3:43])(=[O:63])=[O:61])=[CH:39][CH:40]=2)=[CH:4][N:3]=1. (7) Reactant: [CH2:1]([O:3][Si:4]([O:11][CH2:12][CH3:13])([O:8][CH2:9][CH3:10])[O:5][CH2:6][CH3:7])[CH3:2].[OH2:14].Cl. Product: [CH2:6]([O:5][Si:4]([O:8][CH2:9][CH3:10])([O:3][CH2:1][CH3:2])[O:11][CH2:12][CH3:13])[CH3:7].[OH2:14]. The catalyst class is: 1.